This data is from Catalyst prediction with 721,799 reactions and 888 catalyst types from USPTO. The task is: Predict which catalyst facilitates the given reaction. (1) Reactant: [CH3:1][O:2][C:3](=[O:14])[C:4]1[CH:9]=[CH:8][C:7]([OH:10])=[C:6]([N+:11]([O-:13])=[O:12])[CH:5]=1.[F:15][C:16]([F:29])([F:28])[S:17](O[S:17]([C:16]([F:29])([F:28])[F:15])(=[O:19])=[O:18])(=[O:19])=[O:18]. Product: [CH3:1][O:2][C:3](=[O:14])[C:4]1[CH:9]=[CH:8][C:7]([O:10][S:17]([C:16]([F:29])([F:28])[F:15])(=[O:19])=[O:18])=[C:6]([N+:11]([O-:13])=[O:12])[CH:5]=1. The catalyst class is: 272. (2) Reactant: C(OC(=O)[CH:5]([C:15]1[N:16]([C:20]2[C:25]([F:26])=[CH:24][CH:23]=[CH:22][N:21]=2)[N:17]=[CH:18][CH:19]=1)[C:6]1[C:11]([CH2:12][CH2:13][CH3:14])=[CH:10][N:9]=[CH:8][N:7]=1)C.C([O-])(O)=O.[Na+]. Product: [F:26][C:25]1[C:20]([N:16]2[C:15]([CH2:5][C:6]3[C:11]([CH2:12][CH2:13][CH3:14])=[CH:10][N:9]=[CH:8][N:7]=3)=[CH:19][CH:18]=[N:17]2)=[N:21][CH:22]=[CH:23][CH:24]=1. The catalyst class is: 33. (3) Reactant: [C:1]([O:5][C:6]([NH:8][CH2:9][CH2:10][O:11][CH2:12][CH2:13][O:14][CH2:15][CH2:16][O:17][CH2:18][CH2:19][O:20][CH2:21][CH2:22][C:23]([OH:25])=[O:24])=[O:7])([CH3:4])([CH3:3])[CH3:2].[H-].[Na+].[CH3:28]I. Product: [C:1]([O:5][C:6]([N:8]([CH3:28])[CH2:9][CH2:10][O:11][CH2:12][CH2:13][O:14][CH2:15][CH2:16][O:17][CH2:18][CH2:19][O:20][CH2:21][CH2:22][C:23]([OH:25])=[O:24])=[O:7])([CH3:4])([CH3:2])[CH3:3]. The catalyst class is: 49. (4) Reactant: [F:1][C:2]1[CH:7]=[CH:6][CH:5]=[CH:4][C:3]=1[NH:8][C:9]1[O:13][C:12]([C:14]([NH:16][CH:17]2[CH2:22][CH2:21][NH:20][CH2:19][CH2:18]2)=[O:15])=[N:11][N:10]=1.Cl[C:24]1[CH:33]=[CH:32][C:27]([C:28]([O:30][CH3:31])=[O:29])=[CH:26][N:25]=1. Product: [F:1][C:2]1[CH:7]=[CH:6][CH:5]=[CH:4][C:3]=1[NH:8][C:9]1[O:13][C:12]([C:14]([NH:16][CH:17]2[CH2:18][CH2:19][N:20]([C:24]3[CH:33]=[CH:32][C:27]([C:28]([O:30][CH3:31])=[O:29])=[CH:26][N:25]=3)[CH2:21][CH2:22]2)=[O:15])=[N:11][N:10]=1. The catalyst class is: 3. (5) Reactant: Cl[C:2]([O:4]CC)=[O:3].IC.[NH:9]([C:17]([O:19][C:20]([CH3:23])([CH3:22])[CH3:21])=[O:18])[C@H:10]([C:14](O)=O)[CH:11]([CH3:13])[CH3:12].[CH2:24](N(CC)CC)C.[N+](=C)=[N-]. Product: [C:20]([O:19][C:17]([N:9]([CH3:24])[C@@H:10]([CH:11]([CH3:13])[CH3:12])[CH2:14][C:2]([OH:4])=[O:3])=[O:18])([CH3:23])([CH3:22])[CH3:21]. The catalyst class is: 116. (6) Reactant: [F:1][C:2]1[CH:3]=[C:4]([S:9](Cl)(=[O:11])=[O:10])[CH:5]=[C:6]([F:8])[CH:7]=1.[CH2:13]([O:15][C:16](=[O:28])[CH:17]([NH2:27])[CH:18]([C:23]([F:26])([F:25])[F:24])[C:19]([F:22])([F:21])[F:20])[CH3:14].N1C=CC=CC=1. Product: [CH2:13]([O:15][C:16](=[O:28])[CH:17]([NH:27][S:9]([C:4]1[CH:3]=[C:2]([F:1])[CH:7]=[C:6]([F:8])[CH:5]=1)(=[O:11])=[O:10])[CH:18]([C:19]([F:22])([F:20])[F:21])[C:23]([F:25])([F:26])[F:24])[CH3:14]. The catalyst class is: 2. (7) Reactant: C([O:5][C:6](=[O:47])[C@H:7]([N:23]([CH2:37][C:38]1[CH:43]=[CH:42][C:41]2[O:44][CH2:45][O:46][C:40]=2[CH:39]=1)[S:24]([C:27]1[C:32]([CH3:33])=[CH:31][C:30]([O:34][CH3:35])=[CH:29][C:28]=1[CH3:36])(=[O:26])=[O:25])[CH2:8][NH:9][C:10]([C:12]1[CH:17]=[CH:16][CH:15]=[CH:14][C:13]=1[N:18]1[CH:22]=[CH:21][CH:20]=[CH:19]1)=[O:11])(C)(C)C.FC(F)(F)C(O)=O. Product: [CH2:45]1[O:44][C:41]2[CH:42]=[CH:43][C:38]([CH2:37][N:23]([S:24]([C:27]3[C:32]([CH3:33])=[CH:31][C:30]([O:34][CH3:35])=[CH:29][C:28]=3[CH3:36])(=[O:25])=[O:26])[C@H:7]([CH2:8][NH:9][C:10]([C:12]3[CH:17]=[CH:16][CH:15]=[CH:14][C:13]=3[N:18]3[CH:19]=[CH:20][CH:21]=[CH:22]3)=[O:11])[C:6]([OH:47])=[O:5])=[CH:39][C:40]=2[O:46]1. The catalyst class is: 617.